This data is from Forward reaction prediction with 1.9M reactions from USPTO patents (1976-2016). The task is: Predict the product of the given reaction. (1) The product is: [Br:1][C:2]1[CH:7]=[CH:6][C:5]([NH:8][C:9]2[C:14]([C:15]([OH:17])=[O:16])=[CH:13][N:12]=[C:11]([Cl:18])[C:10]=2[Cl:27])=[C:4]([Cl:19])[CH:3]=1. Given the reactants [Br:1][C:2]1[CH:7]=[CH:6][C:5]([NH:8][C:9]2[C:14]([C:15]([OH:17])=[O:16])=[CH:13][N:12]=[C:11]([Cl:18])[CH:10]=2)=[C:4]([Cl:19])[CH:3]=1.C1C(=O)N([Cl:27])C(=O)C1.S(S([O-])=O)([O-])(=O)=O.[Na+].[Na+], predict the reaction product. (2) Given the reactants [Br:1][C:2]1[CH:10]=[C:6]([C:7]([OH:9])=O)[C:5]([OH:11])=[CH:4][CH:3]=1.[Br:12][C:13]1[CH:14]=[C:15]([CH:17]=[C:18]([C:20]([F:23])([F:22])[F:21])[CH:19]=1)[NH2:16], predict the reaction product. The product is: [Br:1][C:2]1[CH:3]=[CH:4][C:5]([OH:11])=[C:6]([CH:10]=1)[C:7]([NH:16][C:15]1[CH:17]=[C:18]([C:20]([F:21])([F:22])[F:23])[CH:19]=[C:13]([Br:12])[CH:14]=1)=[O:9].